Dataset: hERG Central: cardiac toxicity at 1µM, 10µM, and general inhibition. Task: Predict hERG channel inhibition at various concentrations. (1) The drug is Cl.OC(CN1CCCCCC1)CN(c1ccccc1)c1ccccc1. Results: hERG_inhib (hERG inhibition (general)): blocker. (2) The drug is CCCc1nnc(NC(=O)CCC(=O)N2CCN(CCOc3ccc(C)cc3)CC2)s1. Results: hERG_inhib (hERG inhibition (general)): blocker.